This data is from Full USPTO retrosynthesis dataset with 1.9M reactions from patents (1976-2016). The task is: Predict the reactants needed to synthesize the given product. (1) The reactants are: [CH3:1][O:2][C:3]1[CH:31]=[CH:30][C:6]([CH2:7][N:8]2[CH:17]=[CH:16][C:15]3[C:10](=[CH:11][CH:12]=[C:13]([C:18]4[CH:19]=[C:20]([CH:25]=[CH:26][C:27]=4[CH3:28])[C:21]([O:23]C)=O)[CH:14]=3)[C:9]2=[O:29])=[CH:5][CH:4]=1.[CH:32]1([NH2:35])[CH2:34][CH2:33]1.C([Mg]Cl)(C)C. Given the product [CH:32]1([NH:35][C:21](=[O:23])[C:20]2[CH:25]=[CH:26][C:27]([CH3:28])=[C:18]([C:13]3[CH:14]=[C:15]4[C:10](=[CH:11][CH:12]=3)[C:9](=[O:29])[N:8]([CH2:7][C:6]3[CH:5]=[CH:4][C:3]([O:2][CH3:1])=[CH:31][CH:30]=3)[CH:17]=[CH:16]4)[CH:19]=2)[CH2:34][CH2:33]1, predict the reactants needed to synthesize it. (2) Given the product [CH2:23]([S:30][C:2]1[CH:3]=[C:4]2[C:9](=[CH:10][CH:11]=1)[C:8]([Cl:12])=[N:7][C:6]([Cl:13])=[CH:5]2)[C:24]1[CH:29]=[CH:28][CH:27]=[CH:26][CH:25]=1, predict the reactants needed to synthesize it. The reactants are: Br[C:2]1[CH:3]=[C:4]2[C:9](=[CH:10][CH:11]=1)[C:8]([Cl:12])=[N:7][C:6]([Cl:13])=[CH:5]2.CCN(C(C)C)C(C)C.[CH2:23]([SH:30])[C:24]1[CH:29]=[CH:28][CH:27]=[CH:26][CH:25]=1. (3) Given the product [Cl:29][C:26]1[CH:25]=[CH:24][C:23]([CH2:22][N:18]2[C:19]3[C:20](=[O:21])[N:12]([CH2:11][CH2:10][CH2:9][OH:8])[C:13](=[O:34])[N:14]([CH3:33])[C:15]=3[N:16]=[C:17]2[CH:30]([OH:32])[CH3:31])=[CH:28][CH:27]=1, predict the reactants needed to synthesize it. The reactants are: [Si]([O:8][CH2:9][CH2:10][CH2:11][N:12]1[C:20](=[O:21])[C:19]2[N:18]([CH2:22][C:23]3[CH:28]=[CH:27][C:26]([Cl:29])=[CH:25][CH:24]=3)[C:17]([CH:30]([OH:32])[CH3:31])=[N:16][C:15]=2[N:14]([CH3:33])[C:13]1=[O:34])(C(C)(C)C)(C)C.Cl. (4) Given the product [Br:1][C:2]1[CH:3]=[CH:4][C:5]([C@@H:8]([N:10]2[CH2:15][CH2:14][C@:13]([CH2:22][C:23]([NH:27][CH2:28][C:29](=[O:31])[CH3:30])=[O:24])([C:16]3[CH:21]=[CH:20][CH:19]=[CH:18][CH:17]=3)[O:12][C:11]2=[O:26])[CH3:9])=[CH:6][CH:7]=1, predict the reactants needed to synthesize it. The reactants are: [Br:1][C:2]1[CH:7]=[CH:6][C:5]([C@@H:8]([N:10]2[CH2:15][CH2:14][C@:13]([CH2:22][C:23](O)=[O:24])([C:16]3[CH:21]=[CH:20][CH:19]=[CH:18][CH:17]=3)[O:12][C:11]2=[O:26])[CH3:9])=[CH:4][CH:3]=1.[NH2:27][CH2:28][C:29](=[O:31])[CH3:30].C1C=CC2N(O)N=NC=2C=1.CCN=C=NCCCN(C)C.Cl.CCN(C(C)C)C(C)C. (5) Given the product [CH3:8][C:9]1[CH:14]=[C:13]([NH:15][C:16]2[CH:17]=[CH:18][N:19]=[CH:20][C:21]=2[S:22]([NH:25][C:26]([NH:28][CH:29]([CH3:31])[CH3:30])=[O:27])(=[O:23])=[O:24])[CH:12]=[CH:11][CH:10]=1.[ClH:32], predict the reactants needed to synthesize it. The reactants are: CCCCCC.O.[CH3:8][C:9]1[CH:14]=[C:13]([NH:15][C:16]2[CH:17]=[CH:18][N:19]=[CH:20][C:21]=2[S:22]([NH:25][C:26]([NH:28][CH:29]([CH3:31])[CH3:30])=[O:27])(=[O:24])=[O:23])[CH:12]=[CH:11][CH:10]=1.[ClH:32]. (6) The reactants are: [Cl:1][C:2]1[CH:9]=[C:8](F)[CH:7]=[CH:6][C:3]=1[CH:4]=O.[N:11]1([C:17](=[O:19])[CH3:18])[CH2:16][CH2:15][NH:14][CH2:13][CH2:12]1.[CH2:20]1[CH:24]2[CH2:25][NH:26][CH2:27][CH:23]2[CH2:22][N:21]1[C:28]([O:30]C(C)(C)C)=[O:29].[CH2:35]1[C:40](=[O:41])[N:39](OC(O[N:39]2[C:40](=[O:41])[CH2:35][CH2:36][C:37]2=[O:38])=O)[C:37](=[O:38])[CH2:36]1. Given the product [C:17]([N:11]1[CH2:16][CH2:15][N:14]([C:8]2[CH:7]=[CH:6][C:3]([CH2:4][N:26]3[CH2:27][CH:23]4[CH2:22][N:21]([C:28]([O:30][N:39]5[C:40](=[O:41])[CH2:35][CH2:36][C:37]5=[O:38])=[O:29])[CH2:20][CH:24]4[CH2:25]3)=[C:2]([Cl:1])[CH:9]=2)[CH2:13][CH2:12]1)(=[O:19])[CH3:18], predict the reactants needed to synthesize it. (7) Given the product [CH3:24][N:21]1[CH2:22][CH2:23][N:18]([CH2:17][C:16]2[CH:15]=[C:14]([C:7]3[CH:8]=[CH:9][C:4]([C:1]([OH:3])=[O:2])=[CH:5][CH:6]=3)[CH:27]=[CH:26][CH:25]=2)[CH2:19][CH2:20]1, predict the reactants needed to synthesize it. The reactants are: [C:1]([C:4]1[CH:9]=[CH:8][C:7](B(O)O)=[CH:6][CH:5]=1)([OH:3])=[O:2].Br[C:14]1[CH:15]=[C:16]([CH:25]=[CH:26][CH:27]=1)[CH2:17][N:18]1[CH2:23][CH2:22][N:21]([CH3:24])[CH2:20][CH2:19]1.C(=O)([O-])[O-].[K+].[K+]. (8) Given the product [NH2:1][C:2]1[CH:7]=[CH:6][C:5]([S:8](=[O:9])(=[O:10])[NH:11][C:12]2[CH:13]=[CH:14][C:15]3[CH2:19][O:18][B:17]([OH:20])[C:16]=3[CH:21]=2)=[C:4]([CH:3]=1)[CH2:22][NH:23][C:25](=[O:26])[O:27][CH:28]([CH2:31][CH3:32])[CH2:29][CH3:30], predict the reactants needed to synthesize it. The reactants are: [NH2:1][C:2]1[CH:7]=[CH:6][C:5]([S:8]([NH:11][C:12]2[CH:13]=[CH:14][C:15]3[CH2:19][O:18][B:17]([OH:20])[C:16]=3[CH:21]=2)(=[O:10])=[O:9])=[C:4]([CH2:22][NH2:23])[CH:3]=1.Cl[C:25]([O:27][CH:28]([CH2:31][CH3:32])[CH2:29][CH3:30])=[O:26]. (9) Given the product [C:4]([O:3][C:1]([N:8]1[CH2:12][C@H:11]2[C@H:10]([C:15]([C:16]3[CH:17]=[N:18][CH:19]=[CH:20][CH:21]=3)=[N:14][O:13]2)[CH2:9]1)=[O:2])([CH3:7])([CH3:6])[CH3:5], predict the reactants needed to synthesize it. The reactants are: [C:1]([N:8]1[CH2:12][CH2:11][CH:10]=[CH:9]1)([O:3][C:4]([CH3:7])([CH3:6])[CH3:5])=[O:2].[OH:13][N:14]=[C:15](Cl)[C:16]1[CH:17]=[N:18][CH:19]=[CH:20][CH:21]=1.C(=O)(O)[O-].[Na+].